Dataset: Forward reaction prediction with 1.9M reactions from USPTO patents (1976-2016). Task: Predict the product of the given reaction. (1) Given the reactants [NH2:1][C:2]1[NH:6][N:5]=[N:4][N:3]=1.C(N(CC)CC)C.Cl[C:15]([O:17][CH3:18])=[O:16], predict the reaction product. The product is: [CH3:18][O:17][C:15](=[O:16])[NH:1][C:2]1[NH:6][N:5]=[N:4][N:3]=1. (2) Given the reactants C([O:4][CH2:5][C:6]1[CH:11]=[C:10]([C:12]([N:14]2[CH2:19][CH2:18][CH:17]([N:20]3[CH2:23][C:22]([CH2:46][C:47]#[N:48])([N:24]4[CH:28]=[C:27]([C:29]5[C:30]6[CH:37]=[CH:36][N:35]([CH2:38][O:39][CH2:40][CH2:41][Si:42]([CH3:45])([CH3:44])[CH3:43])[C:31]=6[N:32]=[CH:33][N:34]=5)[CH:26]=[N:25]4)[CH2:21]3)[CH2:16][CH2:15]2)=[O:13])[N:9]=[C:8]([C:49]([F:52])([F:51])[F:50])[N:7]=1)(=O)C.O.[OH-].[Li+].Cl, predict the reaction product. The product is: [OH:4][CH2:5][C:6]1[N:7]=[C:8]([C:49]([F:51])([F:50])[F:52])[N:9]=[C:10]([C:12]([N:14]2[CH2:19][CH2:18][CH:17]([N:20]3[CH2:23][C:22]([CH2:46][C:47]#[N:48])([N:24]4[CH:28]=[C:27]([C:29]5[C:30]6[CH:37]=[CH:36][N:35]([CH2:38][O:39][CH2:40][CH2:41][Si:42]([CH3:43])([CH3:44])[CH3:45])[C:31]=6[N:32]=[CH:33][N:34]=5)[CH:26]=[N:25]4)[CH2:21]3)[CH2:16][CH2:15]2)=[O:13])[CH:11]=1. (3) Given the reactants [F:1][C:2]1[CH:3]=[C:4]([CH:9]2[NH:14][C:13](=[O:15])[CH2:12][O:11][CH2:10]2)[CH:5]=[CH:6][C:7]=1[F:8].[H-].[Na+].Cl[C:19]([O:21][C:22]1[CH:27]=[CH:26][C:25]([N+:28]([O-:30])=[O:29])=[CH:24][CH:23]=1)=[O:20], predict the reaction product. The product is: [N+:28]([C:25]1[CH:24]=[CH:23][C:22]([O:21][C:19]([N:14]2[C:13](=[O:15])[CH2:12][O:11][CH2:10][CH:9]2[C:4]2[CH:5]=[CH:6][C:7]([F:8])=[C:2]([F:1])[CH:3]=2)=[O:20])=[CH:27][CH:26]=1)([O-:30])=[O:29]. (4) Given the reactants FC1C2OC(CN)CNC=2C=CC=1.[CH3:14][C:15]1[C:24]2[O:23][CH:22]([C:25]([NH2:27])=O)[CH2:21][NH:20][C:19]=2[CH:18]=[CH:17][CH:16]=1, predict the reaction product. The product is: [CH3:14][C:15]1[C:24]2[O:23][CH:22]([CH2:25][NH2:27])[CH2:21][NH:20][C:19]=2[CH:18]=[CH:17][CH:16]=1. (5) Given the reactants [F:1][C:2]1[CH:3]=[C:4]([N+:11]([O-:13])=[O:12])[C:5]([CH3:10])=[C:6]([CH2:8][OH:9])[CH:7]=1.C1C=C[NH+]=CC=1.[O-][Cr](Cl)(=O)=O, predict the reaction product. The product is: [F:1][C:2]1[CH:3]=[C:4]([N+:11]([O-:13])=[O:12])[C:5]([CH3:10])=[C:6]([CH:7]=1)[CH:8]=[O:9]. (6) The product is: [CH2:18]([O:9][C:3]1[CH:4]=[CH:5][C:6]([F:8])=[CH:7][C:2]=1[Br:1])[CH:17]=[CH2:16]. Given the reactants [Br:1][C:2]1[CH:7]=[C:6]([F:8])[CH:5]=[CH:4][C:3]=1[OH:9].C(=O)([O-])[O-].[K+].[K+].[CH2:16](Br)[CH:17]=[CH2:18].O, predict the reaction product. (7) Given the reactants [CH2:1]([S:3]([CH2:6][CH2:7][CH2:8][C:9]12[CH2:16][CH2:15][C:12]([C:17]([OH:19])=O)([CH2:13][CH2:14]1)[CH2:11][CH2:10]2)(=[O:5])=[O:4])[CH3:2].C(Cl)(=O)C(Cl)=O.CN(C=O)C.[CH:31]12[CH2:40][CH:35]3[CH2:36][CH:37]([CH2:39][CH:33]([CH2:34]3)[CH:32]1[NH2:41])[CH2:38]2, predict the reaction product. The product is: [CH:31]12[CH2:40][CH:35]3[CH2:36][CH:37]([CH2:39][CH:33]([CH2:34]3)[CH:32]1[NH:41][C:17]([C:12]13[CH2:11][CH2:10][C:9]([CH2:8][CH2:7][CH2:6][S:3]([CH2:1][CH3:2])(=[O:4])=[O:5])([CH2:14][CH2:13]1)[CH2:16][CH2:15]3)=[O:19])[CH2:38]2. (8) Given the reactants [C:1]([CH:5]1[CH2:10][CH2:9][C:8](=[O:11])[CH2:7][CH2:6]1)([CH3:4])([CH3:3])[CH3:2].C[Si]([N-][Si](C)(C)C)(C)C.[Li+].C1C=CC(N([S:29]([C:32]([F:35])([F:34])[F:33])(=[O:31])=[O:30])[S:29]([C:32]([F:35])([F:34])[F:33])(=[O:31])=[O:30])=CC=1, predict the reaction product. The product is: [C:1]([CH:5]1[CH2:6][CH2:7][C:8]([O:11][S:29]([C:32]([F:35])([F:34])[F:33])(=[O:31])=[O:30])=[CH:9][CH2:10]1)([CH3:4])([CH3:2])[CH3:3]. (9) Given the reactants [Br:1][C:2]1[C:3]([C:30]2[C:38]3[C:33](=[CH:34][CH:35]=[CH:36][CH:37]=3)[N:32](S(C3C=CC(C)=CC=3)(=O)=O)[CH:31]=2)=[N:4][C:5]([NH:8][C:9]2[CH:14]=[CH:13][C:12]([N:15]3[CH2:20][CH2:19][CH:18]([N:21]4[CH2:26][CH2:25][N:24]([CH3:27])[CH2:23][CH2:22]4)[CH2:17][CH2:16]3)=[CH:11][C:10]=2[O:28][CH3:29])=[N:6][CH:7]=1.C([O-])([O-])=O.[Cs+].[Cs+], predict the reaction product. The product is: [Br:1][C:2]1[C:3]([C:30]2[C:38]3[C:33](=[CH:34][CH:35]=[CH:36][CH:37]=3)[NH:32][CH:31]=2)=[N:4][C:5]([NH:8][C:9]2[CH:14]=[CH:13][C:12]([N:15]3[CH2:16][CH2:17][CH:18]([N:21]4[CH2:26][CH2:25][N:24]([CH3:27])[CH2:23][CH2:22]4)[CH2:19][CH2:20]3)=[CH:11][C:10]=2[O:28][CH3:29])=[N:6][CH:7]=1.